Predict which catalyst facilitates the given reaction. From a dataset of Catalyst prediction with 721,799 reactions and 888 catalyst types from USPTO. (1) Product: [OH:1][C:2]1[CH:16]=[C:15]([CH3:17])[CH:14]=[CH:13][C:3]=1[O:4][C:5]1[CH:12]=[CH:11][C:8]([CH:9]2[NH:18][CH:19]([C:23]([OH:25])=[O:24])[CH2:20][CH2:21][S:22]2)=[CH:7][CH:6]=1. The catalyst class is: 40. Reactant: [OH:1][C:2]1[CH:16]=[C:15]([CH3:17])[CH:14]=[CH:13][C:3]=1[O:4][C:5]1[CH:12]=[CH:11][C:8]([CH:9]=O)=[CH:7][CH:6]=1.[NH2:18][C@H:19]([C:23]([OH:25])=[O:24])[CH2:20][CH2:21][SH:22]. (2) Reactant: C([O:8][CH2:9][CH2:10][N:11]1[CH2:17][C@H:16]([NH:18][C:19](=[O:34])[C:20]([OH:33])([CH3:32])[C:21]([NH:23][CH2:24][C:25]([F:31])([F:30])[C:26]([F:29])([F:28])[F:27])=[O:22])[C:15](=[O:35])[N:14]([CH2:36][C:37]([F:40])([F:39])[F:38])[C:13]2[CH:41]=[CH:42][CH:43]=[CH:44][C:12]1=2)C1C=CC=CC=1. Product: [OH:33][C:20]([CH3:32])([C:21]([NH:23][CH2:24][C:25]([F:31])([F:30])[C:26]([F:27])([F:28])[F:29])=[O:22])[C:19]([NH:18][C@@H:16]1[C:15](=[O:35])[N:14]([CH2:36][C:37]([F:39])([F:40])[F:38])[C:13]2[CH:41]=[CH:42][CH:43]=[CH:44][C:12]=2[N:11]([CH2:10][CH2:9][OH:8])[CH2:17]1)=[O:34]. The catalyst class is: 19. (3) Reactant: C([O:3][C:4](=[O:31])[C:5]1[CH:10]=[CH:9][CH:8]=[C:7]([C:11]2[CH2:15][CH2:14][CH2:13][C:12]=2[C:16]2[CH:21]=[C:20]([Cl:22])[CH:19]=[CH:18][C:17]=2[O:23][CH2:24][C:25]2[CH:30]=[CH:29][CH:28]=[CH:27][CH:26]=2)[CH:6]=1)C. Product: [Cl:22][C:20]1[CH:19]=[CH:18][C:17]([O:23][CH2:24][C:25]2[CH:26]=[CH:27][CH:28]=[CH:29][CH:30]=2)=[C:16]([C:12]2[CH2:13][CH2:14][CH2:15][C:11]=2[C:7]2[CH:6]=[C:5]([CH:10]=[CH:9][CH:8]=2)[C:4]([OH:31])=[O:3])[CH:21]=1. The catalyst class is: 5.